From a dataset of NCI-60 drug combinations with 297,098 pairs across 59 cell lines. Regression. Given two drug SMILES strings and cell line genomic features, predict the synergy score measuring deviation from expected non-interaction effect. (1) Drug 1: CC12CCC3C(C1CCC2=O)CC(=C)C4=CC(=O)C=CC34C. Drug 2: COC1=NC(=NC2=C1N=CN2C3C(C(C(O3)CO)O)O)N. Cell line: T-47D. Synergy scores: CSS=25.0, Synergy_ZIP=0.993, Synergy_Bliss=5.55, Synergy_Loewe=-5.07, Synergy_HSA=3.07. (2) Drug 1: C1=CC(=CC=C1CCCC(=O)O)N(CCCl)CCCl. Drug 2: CC=C1C(=O)NC(C(=O)OC2CC(=O)NC(C(=O)NC(CSSCCC=C2)C(=O)N1)C(C)C)C(C)C. Cell line: CAKI-1. Synergy scores: CSS=47.0, Synergy_ZIP=-2.51, Synergy_Bliss=-4.19, Synergy_Loewe=-29.6, Synergy_HSA=-2.37. (3) Drug 1: CC1=C(C(=CC=C1)Cl)NC(=O)C2=CN=C(S2)NC3=CC(=NC(=N3)C)N4CCN(CC4)CCO. Drug 2: CC1CCCC2(C(O2)CC(NC(=O)CC(C(C(=O)C(C1O)C)(C)C)O)C(=CC3=CSC(=N3)C)C)C. Cell line: M14. Synergy scores: CSS=53.5, Synergy_ZIP=4.07, Synergy_Bliss=4.14, Synergy_Loewe=0.00188, Synergy_HSA=5.65. (4) Drug 1: C1C(C(OC1N2C=NC3=C(N=C(N=C32)Cl)N)CO)O. Drug 2: C(=O)(N)NO. Cell line: NCIH23. Synergy scores: CSS=38.2, Synergy_ZIP=-2.94, Synergy_Bliss=-1.85, Synergy_Loewe=-37.4, Synergy_HSA=-1.80. (5) Drug 1: C1CCC(CC1)NC(=O)N(CCCl)N=O. Drug 2: C(CC(=O)O)C(=O)CN.Cl. Cell line: OVCAR-5. Synergy scores: CSS=15.0, Synergy_ZIP=-4.36, Synergy_Bliss=1.63, Synergy_Loewe=0.523, Synergy_HSA=1.91. (6) Synergy scores: CSS=36.6, Synergy_ZIP=-2.34, Synergy_Bliss=-3.44, Synergy_Loewe=0.515, Synergy_HSA=-1.71. Cell line: HL-60(TB). Drug 1: C1CN(CCN1C(=O)CCBr)C(=O)CCBr. Drug 2: COCCOC1=C(C=C2C(=C1)C(=NC=N2)NC3=CC=CC(=C3)C#C)OCCOC.Cl. (7) Drug 1: CC1C(C(CC(O1)OC2CC(CC3=C2C(=C4C(=C3O)C(=O)C5=C(C4=O)C(=CC=C5)OC)O)(C(=O)CO)O)N)O. Drug 2: B(C(CC(C)C)NC(=O)C(CC1=CC=CC=C1)NC(=O)C2=NC=CN=C2)(O)O. Cell line: T-47D. Synergy scores: CSS=74.5, Synergy_ZIP=3.91, Synergy_Bliss=4.58, Synergy_Loewe=3.47, Synergy_HSA=8.25. (8) Drug 1: CCN(CC)CCNC(=O)C1=C(NC(=C1C)C=C2C3=C(C=CC(=C3)F)NC2=O)C. Drug 2: C1=CC=C(C(=C1)C(C2=CC=C(C=C2)Cl)C(Cl)Cl)Cl. Cell line: T-47D. Synergy scores: CSS=9.84, Synergy_ZIP=-1.05, Synergy_Bliss=-4.22, Synergy_Loewe=5.76, Synergy_HSA=-1.53.